From a dataset of Reaction yield outcomes from USPTO patents with 853,638 reactions. Predict the reaction yield, written as a fraction of the theoretical maximum amount of product (1.0 means a 100% yield; for example, 0.34 means a 34% yield). The reactants are COC1C([N+]([O-])=O)=CC=CC=1C=O.C1OCCOCCOCCOCCOCCOC1.[Cl-].COC[P+](C1C=CC=CC=1)(C1C=CC=CC=1)C1C=CC=CC=1.C(=O)([O-])[O-].[K+].[K+].[CH3:61][O:62][C:63]1[C:68]([N+:69]([O-:71])=[O:70])=[CH:67][CH:66]=[CH:65][C:64]=1/[CH:72]=[CH:73]/[O:74]C.COC1C([N+]([O-])=O)=CC=CC=1/C=C\OC.C(=O)([O-])[O-].[Na+].[Na+]. The catalyst is C1COCC1.Cl. The product is [CH3:61][O:62][C:63]1[C:68]([N+:69]([O-:71])=[O:70])=[CH:67][CH:66]=[CH:65][C:64]=1[CH2:72][CH:73]=[O:74]. The yield is 0.540.